From a dataset of Reaction yield outcomes from USPTO patents with 853,638 reactions. Predict the reaction yield, written as a fraction of the theoretical maximum amount of product (1.0 means a 100% yield; for example, 0.34 means a 34% yield). The catalyst is O1CCOCC1.O. The reactants are [NH2:1][C:2]1[CH:3]=[C:4]([C@:8]23[CH2:16][NH:15][CH2:14][C@H:13]2[CH2:12][S:11][C:10]([NH:17][C:18](=[O:25])[C:19]2[CH:24]=[CH:23][CH:22]=[CH:21][CH:20]=2)=[N:9]3)[CH:5]=[CH:6][CH:7]=1.[F:26][C:27]1[CH:28]=[N:29][C:30](Cl)=[N:31][CH:32]=1.C(N(C(C)C)CC)(C)C. The product is [NH2:1][C:2]1[CH:3]=[C:4]([C@:8]23[CH2:16][N:15]([C:30]4[N:31]=[CH:32][C:27]([F:26])=[CH:28][N:29]=4)[CH2:14][C@H:13]2[CH2:12][S:11][C:10]([NH:17][C:18](=[O:25])[C:19]2[CH:20]=[CH:21][CH:22]=[CH:23][CH:24]=2)=[N:9]3)[CH:5]=[CH:6][CH:7]=1. The yield is 0.790.